Dataset: Full USPTO retrosynthesis dataset with 1.9M reactions from patents (1976-2016). Task: Predict the reactants needed to synthesize the given product. (1) Given the product [Cl:1][C:2]1[CH:3]=[C:4]([C@@H:12]([CH2:25][CH:26]2[CH2:27][CH2:28][CH2:29][CH2:30]2)[C:13]([NH:15][C:16]2[CH:20]=[CH:19][N:18]([CH2:21][C:22](=[O:23])[NH:37][CH3:38])[N:17]=2)=[O:14])[CH:5]=[CH:6][C:7]=1[S:8]([CH3:11])(=[O:9])=[O:10], predict the reactants needed to synthesize it. The reactants are: [Cl:1][C:2]1[CH:3]=[C:4]([C@@H:12]([CH2:25][CH:26]2[CH2:30][CH2:29][CH2:28][CH2:27]2)[C:13]([NH:15][C:16]2[CH:20]=[CH:19][N:18]([CH2:21][C:22](O)=[O:23])[N:17]=2)=[O:14])[CH:5]=[CH:6][C:7]=1[S:8]([CH3:11])(=[O:10])=[O:9].C(Cl)(=O)C(Cl)=O.[N:37]1C(C)=CC=C[C:38]=1C.CN.O1CCCC1. (2) Given the product [Cl:1][C:2]1[CH:15]=[CH:14][C:5]([CH2:6][N:7]2[CH2:12][CH2:11][CH:10]([NH:13][C:22](=[O:23])[C:21]3[CH:25]=[CH:26][C:27]([CH3:29])=[CH:28][C:20]=3[CH3:19])[CH2:9][CH2:8]2)=[CH:4][C:3]=1[O:16][CH2:17][CH3:18], predict the reactants needed to synthesize it. The reactants are: [Cl:1][C:2]1[CH:15]=[CH:14][C:5]([CH2:6][N:7]2[CH2:12][CH2:11][CH:10]([NH2:13])[CH2:9][CH2:8]2)=[CH:4][C:3]=1[O:16][CH2:17][CH3:18].[CH3:19][C:20]1[CH:28]=[C:27]([CH3:29])[CH:26]=[CH:25][C:21]=1[C:22](O)=[O:23]. (3) The reactants are: Cl[C:2]1[C:3]2[S:10][CH:9]=[CH:8][C:4]=2[N:5]=[CH:6][N:7]=1.[CH3:11][O:12][C:13]1[CH:14]=[C:15]([CH:17]=[C:18]([N+:20]([O-:22])=[O:21])[CH:19]=1)[NH2:16]. Given the product [CH3:11][O:12][C:13]1[CH:14]=[C:15]([NH:16][C:2]2[C:3]3[S:10][CH:9]=[CH:8][C:4]=3[N:5]=[CH:6][N:7]=2)[CH:17]=[C:18]([N+:20]([O-:22])=[O:21])[CH:19]=1, predict the reactants needed to synthesize it. (4) The reactants are: [Cl:1][C:2]1[CH:7]=[CH:6][C:5]([C:8]2[N:9]=[C:10]([C:13]([OH:15])=O)[S:11][CH:12]=2)=[CH:4][CH:3]=1.C1N=CN(C(N2C=NC=C2)=O)C=1.[F:28][C:29]1[CH:36]=[C:35]([C:37]([F:40])([F:39])[F:38])[CH:34]=[CH:33][C:30]=1[CH2:31][NH2:32].C(Cl)(Cl)Cl. Given the product [F:28][C:29]1[CH:36]=[C:35]([C:37]([F:38])([F:39])[F:40])[CH:34]=[CH:33][C:30]=1[CH2:31][NH:32][C:13]([C:10]1[S:11][CH:12]=[C:8]([C:5]2[CH:4]=[CH:3][C:2]([Cl:1])=[CH:7][CH:6]=2)[N:9]=1)=[O:15], predict the reactants needed to synthesize it. (5) Given the product [CH3:41][O:40][C:38](=[O:39])[CH:37]([N:27]1[CH2:28][CH2:29][CH:24]([N:13]([C:10]2[CH:11]=[C:12]3[C:7]([CH2:6][CH2:5][N:4]3[C:1](=[O:3])[CH3:2])=[CH:8][CH:9]=2)[C:14](=[O:23])/[CH:15]=[CH:16]/[C:17]2[CH:18]=[CH:19][CH:20]=[CH:21][CH:22]=2)[CH2:25][CH2:26]1)[C:42]1[CH:43]=[CH:44][CH:45]=[CH:46][CH:47]=1, predict the reactants needed to synthesize it. The reactants are: [C:1]([N:4]1[C:12]2[C:7](=[CH:8][CH:9]=[C:10]([N:13]([CH:24]3[CH2:29][CH2:28][NH:27][CH2:26][CH2:25]3)[C:14](=[O:23])/[CH:15]=[CH:16]/[C:17]3[CH:22]=[CH:21][CH:20]=[CH:19][CH:18]=3)[CH:11]=2)[CH2:6][CH2:5]1)(=[O:3])[CH3:2].C([O-])([O-])=O.[Na+].[Na+].Br[CH:37]([C:42]1[CH:47]=[CH:46][CH:45]=[CH:44][CH:43]=1)[C:38]([O:40][CH3:41])=[O:39].O. (6) Given the product [ClH:30].[F:1][C:2]1[CH:19]=[CH:18][C:5]([CH2:6][C:7]2[C:16]3[C:11](=[CH:12][CH:13]=[CH:14][CH:15]=3)[C:10](=[O:17])[NH:9][N:8]=2)=[CH:4][C:3]=1[C:20]([N:22]1[CH2:25][CH:24]([NH:26][CH:27]([CH3:29])[CH3:28])[CH2:23]1)=[O:21], predict the reactants needed to synthesize it. The reactants are: [F:1][C:2]1[CH:19]=[CH:18][C:5]([CH2:6][C:7]2[C:16]3[C:11](=[CH:12][CH:13]=[CH:14][CH:15]=3)[C:10](=[O:17])[NH:9][N:8]=2)=[CH:4][C:3]=1[C:20]([N:22]1[CH2:25][CH:24]([NH:26][CH:27]([CH3:29])[CH3:28])[CH2:23]1)=[O:21].[ClH:30].